Dataset: TCR-epitope binding with 47,182 pairs between 192 epitopes and 23,139 TCRs. Task: Binary Classification. Given a T-cell receptor sequence (or CDR3 region) and an epitope sequence, predict whether binding occurs between them. (1) The epitope is YLNTLTLAV. The TCR CDR3 sequence is CASSLVRDLNTEAFF. Result: 1 (the TCR binds to the epitope). (2) The epitope is CTELKLSDY. The TCR CDR3 sequence is CASSQGTSGVGEQFF. Result: 0 (the TCR does not bind to the epitope). (3) The epitope is AMFWSVPTV. The TCR CDR3 sequence is CASSLGNEKLFF. Result: 0 (the TCR does not bind to the epitope). (4) The epitope is LLFNKVTLA. The TCR CDR3 sequence is CASSPQTDTQYF. Result: 1 (the TCR binds to the epitope).